Predict the reactants needed to synthesize the given product. From a dataset of Full USPTO retrosynthesis dataset with 1.9M reactions from patents (1976-2016). (1) The reactants are: [N:1]1([C:7]2[CH:25]=[CH:24][C:10]([CH2:11][C:12]([CH3:23])([C:18]([O:20][CH2:21][CH3:22])=[O:19])[C:13]([O:15][CH2:16][CH3:17])=[O:14])=[CH:9][CH:8]=2)[CH2:6][CH2:5][NH:4][CH2:3][CH2:2]1.[CH2:26]=O. Given the product [CH3:26][N:4]1[CH2:5][CH2:6][N:1]([C:7]2[CH:8]=[CH:9][C:10]([CH2:11][C:12]([CH3:23])([C:18]([O:20][CH2:21][CH3:22])=[O:19])[C:13]([O:15][CH2:16][CH3:17])=[O:14])=[CH:24][CH:25]=2)[CH2:2][CH2:3]1, predict the reactants needed to synthesize it. (2) Given the product [Cl:24][C:13]1[C:12]2[C:17](=[CH:18][C:9]([O:8][CH2:7][CH2:6][N:1]3[CH:5]=[CH:4][N:3]=[CH:2]3)=[C:10]([O:20][CH3:21])[CH:11]=2)[N:16]=[CH:15][N:14]=1, predict the reactants needed to synthesize it. The reactants are: [N:1]1([CH2:6][CH2:7][O:8][C:9]2[CH:18]=[C:17]3[C:12]([C:13](=O)[NH:14][CH:15]=[N:16]3)=[CH:11][C:10]=2[O:20][CH3:21])[CH:5]=[CH:4][N:3]=[CH:2]1.S(Cl)([Cl:24])=O.CN(C=O)C. (3) The reactants are: [CH3:1][O:2][C:3]([C:5]1[N:6]=[CH:7][C:8]([N:11]2[CH2:16][CH2:15][N:14]([C:17]3[N:18]=[N:19][C:20](Cl)=[C:21]([CH3:24])[C:22]=3[CH3:23])[CH2:13][C@H:12]2[CH3:26])=[N:9][CH:10]=1)=[O:4].[C:27]1([OH:33])[CH:32]=[CH:31][CH:30]=[CH:29][CH:28]=1.P([O-])([O-])([O-])=O.[K+].[K+].[K+].CC(C1C=C(C(C)C)C(C2C=CC=CC=2P(C2CCCCC2)C2CCCCC2)=C(C(C)C)C=1)C. Given the product [CH3:1][O:2][C:3]([C:5]1[N:6]=[CH:7][C:8]([N:11]2[CH2:16][CH2:15][N:14]([C:17]3[N:18]=[N:19][C:20]([O:33][C:27]4[CH:32]=[CH:31][CH:30]=[CH:29][CH:28]=4)=[C:21]([CH3:24])[C:22]=3[CH3:23])[CH2:13][C@H:12]2[CH3:26])=[N:9][CH:10]=1)=[O:4], predict the reactants needed to synthesize it.